This data is from Forward reaction prediction with 1.9M reactions from USPTO patents (1976-2016). The task is: Predict the product of the given reaction. (1) Given the reactants [Cl:1][C:2]1[CH:3]=[C:4]([CH:7]=[CH:8][C:9]=1[Cl:10])[CH2:5][NH2:6].Cl[C:12]1[NH:13][C:14](=[O:27])[C:15]2[N:20]([CH3:21])[N:19]=[C:18]([CH:22]3[CH2:26][CH2:25][CH2:24][CH2:23]3)[C:16]=2[N:17]=1, predict the reaction product. The product is: [CH:22]1([C:18]2[C:16]3[N:17]=[C:12]([NH:6][CH2:5][C:4]4[CH:7]=[CH:8][C:9]([Cl:10])=[C:2]([Cl:1])[CH:3]=4)[NH:13][C:14](=[O:27])[C:15]=3[N:20]([CH3:21])[N:19]=2)[CH2:23][CH2:24][CH2:25][CH2:26]1. (2) The product is: [CH2:40]([O:39][C:34](=[O:38])/[CH:35]=[C:36](/[C:8]1[CH:13]=[CH:12][C:11]([C:14]2[N:19]=[CH:18][CH:17]=[CH:16][N:15]=2)=[CH:10][CH:9]=1)\[CH3:37])[CH3:41]. Given the reactants O1CCOCC1.Br[C:8]1[CH:13]=[CH:12][C:11]([C:14]2[N:19]=[CH:18][CH:17]=[CH:16][N:15]=2)=[CH:10][CH:9]=1.CN(C1CCCCC1)C1CCCCC1.[C:34]([O:39][CH2:40][CH3:41])(=[O:38])/[CH:35]=[CH:36]/[CH3:37], predict the reaction product. (3) Given the reactants [CH3:1][C:2]1[CH:7]=[CH:6][C:5]([NH:8][C:9]2[CH:14]=[CH:13][C:12]([CH3:15])=[CH:11][CH:10]=2)=[CH:4][CH:3]=1.[OH-].[K+].N1[C:31]2[C:22](=[CH:23][CH:24]=[C:25]3[C:30]=2N=CC=C3)C=CC=1.IC1C=CC=CC=1, predict the reaction product. The product is: [CH3:1][C:2]1[CH:3]=[CH:4][C:5]([N:8]([C:22]2[CH:31]=[CH:30][CH:25]=[CH:24][CH:23]=2)[C:9]2[CH:14]=[CH:13][C:12]([CH3:15])=[CH:11][CH:10]=2)=[CH:6][CH:7]=1.